This data is from Full USPTO retrosynthesis dataset with 1.9M reactions from patents (1976-2016). The task is: Predict the reactants needed to synthesize the given product. (1) The reactants are: Br[C:2]1[C:8]([F:9])=[C:7]([Cl:10])[CH:6]=[C:5]([F:11])[C:3]=1[NH2:4].[CH3:12][Sn](C)(C)C. Given the product [Cl:10][C:7]1[CH:6]=[C:5]([F:11])[C:3]([NH2:4])=[C:2]([CH3:12])[C:8]=1[F:9], predict the reactants needed to synthesize it. (2) Given the product [CH3:1][N:2]1[CH2:7][CH2:6][N:5]([C:8]([O:10][C@@H:11]2[N:20]([C:21]3[CH:22]=[CH:23][C:24]([Cl:27])=[CH:25][N:26]=3)[C:18](=[O:19])[C:13]3[N:14]=[CH:15][CH:16]=[N:17][C:12]2=3)=[O:9])[CH2:4][CH2:3]1, predict the reactants needed to synthesize it. The reactants are: [CH3:1][N:2]1[CH2:7][CH2:6][N:5]([C:8]([O:10][CH:11]2[N:20]([C:21]3[CH:22]=[CH:23][C:24]([Cl:27])=[CH:25][N:26]=3)[C:18](=[O:19])[C:13]3[N:14]=[CH:15][CH:16]=[N:17][C:12]2=3)=[O:9])[CH2:4][CH2:3]1. (3) Given the product [CH2:1]([O:8][C:9]1[CH:10]=[C:11]2[C:16](=[CH:17][C:18]=1[O:19][CH3:20])[CH:15](/[CH:21]=[CH:43]/[C:45]1[CH:46]=[C:47]3[C:51](=[CH:52][CH:53]=1)[N:50]([C:54]([O:56][C:57]([CH3:60])([CH3:59])[CH3:58])=[O:55])[CH:49]=[CH:48]3)[NH:14][CH2:13][CH2:12]2)[C:2]1[CH:7]=[CH:6][CH:5]=[CH:4][CH:3]=1, predict the reactants needed to synthesize it. The reactants are: [CH2:1]([O:8][C:9]1[CH:10]=[C:11]2[C:16](=[CH:17][C:18]=1[O:19][CH3:20])[CH:15]([CH2:21]S(C1N(C3C=CC=CC=3)N=NN=1)(=O)=O)[N:14](C(OC(C)(C)C)=O)[CH2:13][CH2:12]2)[C:2]1[CH:7]=[CH:6][CH:5]=[CH:4][CH:3]=1.[CH:43]([C:45]1[CH:46]=[C:47]2[C:51](=[CH:52][CH:53]=1)[N:50]([C:54]([O:56][C:57]([CH3:60])([CH3:59])[CH3:58])=[O:55])[CH:49]=[CH:48]2)=O.C[Si]([N-][Si](C)(C)C)(C)C.[Li+]. (4) Given the product [CH2:1]([O:3][C:4]([C:6]1[N:7]=[C:8]([N:11]([C:12]2[CH:17]=[CH:16][C:15]([Cl:18])=[CH:14][CH:13]=2)[CH3:21])[S:9][CH:10]=1)=[O:5])[CH3:2], predict the reactants needed to synthesize it. The reactants are: [CH2:1]([O:3][C:4]([C:6]1[N:7]=[C:8]([NH:11][C:12]2[CH:17]=[CH:16][C:15]([Cl:18])=[CH:14][CH:13]=2)[S:9][CH:10]=1)=[O:5])[CH3:2].[H-].[Na+].[CH3:21]I.O. (5) Given the product [F:1][C:2]1[CH:3]=[CH:4][C:5]([CH2:6][N:7]2[C:15]3[C:10](=[CH:11][C:12]([S:16]([CH3:19])(=[O:17])=[O:18])=[CH:13][CH:14]=3)[CH:9]=[C:8]2[C:20]2[CH:25]=[CH:24][C:23]([C:26]([NH:32][CH3:31])=[O:28])=[CH:22][N:21]=2)=[CH:29][CH:30]=1, predict the reactants needed to synthesize it. The reactants are: [F:1][C:2]1[CH:30]=[CH:29][C:5]([CH2:6][N:7]2[C:15]3[C:10](=[CH:11][C:12]([S:16]([CH3:19])(=[O:18])=[O:17])=[CH:13][CH:14]=3)[CH:9]=[C:8]2[C:20]2[CH:25]=[CH:24][C:23]([C:26]([OH:28])=O)=[CH:22][N:21]=2)=[CH:4][CH:3]=1.[CH3:31][NH2:32].CO. (6) Given the product [Cl:1][C:2]1[CH:3]=[CH:4][C:5]([CH:8]2[C:9]3[N:29]([C:31]4[N:35]([CH3:36])[N:34]=[CH:33][CH:32]=4)[N:30]=[C:23]([CH:25]4[CH2:27][CH2:26]4)[C:10]=3[C:11](=[O:22])[N:12]2[C:13]2[CH:18]=[C:17]([CH3:19])[C:16](=[O:20])[N:15]([CH3:21])[CH:14]=2)=[CH:6][CH:7]=1, predict the reactants needed to synthesize it. The reactants are: [Cl:1][C:2]1[CH:7]=[CH:6][C:5]([CH:8]2[N:12]([C:13]3[CH:18]=[C:17]([CH3:19])[C:16](=[O:20])[N:15]([CH3:21])[CH:14]=3)[C:11](=[O:22])[CH:10]([C:23]([CH:25]3[CH2:27][CH2:26]3)=O)[C:9]2=O)=[CH:4][CH:3]=1.[NH:29]([C:31]1[N:35]([CH3:36])[N:34]=[CH:33][CH:32]=1)[NH2:30]. (7) Given the product [NH3:5].[Cl:32][C:33]1[CH:34]=[CH:35][C:36]([N:39]2[CH2:44][CH2:43][N:42]([C:1]([O:2][CH2:3][CH2:4][N:5]3[CH2:6][CH2:7][N:8]([CH3:11])[CH2:9][CH2:10]3)=[O:22])[CH2:41][CH2:40]2)=[CH:37][CH:38]=1, predict the reactants needed to synthesize it. The reactants are: [C:1](=[O:22])(OC1C=CC([N+]([O-])=O)=CC=1)[O:2][CH2:3][CH2:4][N:5]1[CH2:10][CH2:9][N:8]([CH3:11])[CH2:7][CH2:6]1.CCN(CC)CC.Cl.Cl.[Cl:32][C:33]1[CH:38]=[CH:37][C:36]([N:39]2[CH2:44][CH2:43][NH:42][CH2:41][CH2:40]2)=[CH:35][CH:34]=1. (8) Given the product [CH3:21][O:22][CH2:23][C@H:24]1[C@H:33]2[CH2:34][CH2:35][N:36]([C:37]([C@H:39]3[CH2:44][CH2:43][CH2:42][CH2:41][C@H:40]3[NH:45][C:14]([C:13]3[CH:12]=[CH:11][C:10]([CH2:9][NH:8][C:6](=[O:7])[O:5][C:1]([CH3:2])([CH3:3])[CH3:4])=[CH:18][CH:17]=3)=[O:16])=[O:38])[C@H:32]2[C:31]2[CH:30]=[CH:29][CH:28]=[CH:27][C:26]=2[NH:25]1, predict the reactants needed to synthesize it. The reactants are: [C:1]([O:5][C:6]([NH:8][CH2:9][C:10]1[CH:18]=[CH:17][C:13]([C:14]([OH:16])=O)=[CH:12][CH:11]=1)=[O:7])([CH3:4])([CH3:3])[CH3:2].Cl.Cl.[CH3:21][O:22][CH2:23][C@H:24]1[C@H:33]2[CH2:34][CH2:35][N:36]([C:37]([C@H:39]3[CH2:44][CH2:43][CH2:42][CH2:41][C@H:40]3[NH2:45])=[O:38])[C@H:32]2[C:31]2[CH:30]=[CH:29][CH:28]=[CH:27][C:26]=2[NH:25]1.